This data is from CYP3A4 inhibition data for predicting drug metabolism from PubChem BioAssay. The task is: Regression/Classification. Given a drug SMILES string, predict its absorption, distribution, metabolism, or excretion properties. Task type varies by dataset: regression for continuous measurements (e.g., permeability, clearance, half-life) or binary classification for categorical outcomes (e.g., BBB penetration, CYP inhibition). Dataset: cyp3a4_veith. (1) The molecule is CN(Cc1ccco1)c1cc(-c2ccoc2)ncn1. The result is 0 (non-inhibitor). (2) The result is 0 (non-inhibitor). The molecule is O=C(COc1ccccc1-c1ccccc1)N/N=C/c1cccc2ccccc12. (3) The drug is O=C1C(C2=NC(C(=O)O)C3C(=O)N(c4ccc(Cl)cc4)C(=O)C23)=C(O)c2ccccc21. The result is 0 (non-inhibitor). (4) The compound is C[N+](C)(C)CCN(Cc1cccs1)c1ccccn1. The result is 0 (non-inhibitor). (5) The drug is O=c1cc(CF)[nH]c(=S)[nH]1. The result is 0 (non-inhibitor).